Dataset: Forward reaction prediction with 1.9M reactions from USPTO patents (1976-2016). Task: Predict the product of the given reaction. (1) The product is: [CH3:19][C:18]([NH:7][C:6]1[CH:8]=[CH:9][C:3]([C:2]([F:10])([F:11])[F:1])=[CH:4][CH:5]=1)=[O:20]. Given the reactants [F:1][C:2]([F:11])([F:10])[C:3]1[CH:9]=[CH:8][C:6]([NH2:7])=[CH:5][CH:4]=1.N1C=CC=CC=1.[C:18](OC(=O)C)(=[O:20])[CH3:19], predict the reaction product. (2) Given the reactants [C:1]([O:4][C:5]1[C:14]2[CH:13]=[C:12]([C:15]([O:17][CH3:18])=[O:16])[CH:11]=[CH:10][C:9]=2[CH2:8][CH2:7][C:6]=1[CH3:19])(=[O:3])[CH3:2].ClC1C(=O)C(C#N)=C(C#N)C(=O)C=1Cl.O1CCOCC1, predict the reaction product. The product is: [C:1]([O:4][C:5]1[C:6]([CH3:19])=[CH:7][CH:8]=[C:9]2[C:14]=1[CH:13]=[C:12]([C:15]([O:17][CH3:18])=[O:16])[CH:11]=[CH:10]2)(=[O:3])[CH3:2].